From a dataset of Full USPTO retrosynthesis dataset with 1.9M reactions from patents (1976-2016). Predict the reactants needed to synthesize the given product. (1) Given the product [CH3:40][S:41]([CH2:44][CH2:45][N:9]1[CH2:8][CH2:12][N:11]([CH:20]=[O:21])[CH2:10][CH2:23]1)(=[O:43])=[O:42], predict the reactants needed to synthesize it. The reactants are: ClC1C=CC([CH:8]2[CH:12](C3C=CC(Cl)=CC=3)[N:11]([C:20](Cl)=[O:21])[C:10]([C:23]3C=CC(C(C)(C)COC)=CC=3OCC)=[N:9]2)=CC=1.Cl.Cl.[CH3:40][S:41]([CH2:44][CH2:45]N1CCNCC1)(=[O:43])=[O:42]. (2) Given the product [F:1][C:2]1[CH:9]=[CH:8][C:7]([N+:10]([O-:12])=[O:11])=[CH:6][C:3]=1[CH2:4][OH:5], predict the reactants needed to synthesize it. The reactants are: [F:1][C:2]1[CH:9]=[CH:8][C:7]([N+:10]([O-:12])=[O:11])=[CH:6][C:3]=1[CH:4]=[O:5].[BH4-].[Na+].Cl. (3) Given the product [C:1]([O:5][C:6](=[O:7])[NH:8][C@@H:9]1[CH2:13][CH2:12][C@:11]([CH:17]([CH3:19])[CH3:18])([C:14]([N:29]2[CH2:28][CH:27]=[C:26]([C:20]3[CH:25]=[CH:24][CH:23]=[CH:22][CH:21]=3)[CH2:31][CH2:30]2)=[O:16])[CH2:10]1)([CH3:2])([CH3:3])[CH3:4], predict the reactants needed to synthesize it. The reactants are: [C:1]([O:5][C:6]([NH:8][C@@H:9]1[CH2:13][CH2:12][C@:11]([CH:17]([CH3:19])[CH3:18])([C:14]([OH:16])=O)[CH2:10]1)=[O:7])([CH3:4])([CH3:3])[CH3:2].[C:20]1([C:26]2[CH2:27][CH2:28][NH:29][CH2:30][CH:31]=2)[CH:25]=[CH:24][CH:23]=[CH:22][CH:21]=1.C(N(CC)CC)C.F[P-](F)(F)(F)(F)F.N1(O[P+](N(C)C)(N(C)C)N(C)C)C2C=CC=CC=2N=N1. (4) Given the product [F:32][C:2]([F:1])([O:18][C:19]1[CH:20]=[CH:21][C:22]([CH2:25][CH2:26][CH2:27][CH2:28][CH2:29][CH2:30][OH:31])=[CH:23][CH:24]=1)[C:3]1[C:4]([F:17])=[CH:5][C:6]([CH2:10][CH2:11][CH2:12][CH2:13][CH2:14][CH2:15][OH:16])=[CH:7][C:8]=1[F:9], predict the reactants needed to synthesize it. The reactants are: [F:1][C:2]([F:32])([O:18][C:19]1[CH:24]=[CH:23][C:22]([C:25]#[C:26][CH2:27][CH2:28][CH2:29][CH2:30][OH:31])=[CH:21][CH:20]=1)[C:3]1[C:8]([F:9])=[CH:7][C:6]([C:10]#[C:11][CH2:12][CH2:13][CH2:14][CH2:15][OH:16])=[CH:5][C:4]=1[F:17]. (5) Given the product [CH2:34]([C:36]1[C:44]([F:45])=[C:43]([S:46]([CH3:49])(=[O:48])=[O:47])[CH:42]=[CH:41][C:37]=1[C:6]([N:8]1[CH2:14][C:13]2[CH:15]=[C:16]([C:19]3[CH:20]=[CH:21][C:22]([NH:26][CH2:27][CH2:28][N:29]4[CH2:30][CH2:31][CH2:32][CH2:33]4)=[N:23][CH:24]=3)[CH:17]=[CH:18][C:12]=2[O:11][CH2:10][CH2:9]1)=[O:5])[CH3:35], predict the reactants needed to synthesize it. The reactants are: C([O:5][C:6]([N:8]1[CH2:14][C:13]2[CH:15]=[C:16]([C:19]3[CH:20]=[CH:21][C:22]([NH:26][CH2:27][CH2:28][N:29]4[CH2:33][CH2:32][CH2:31][CH2:30]4)=[N+:23]([O-])[CH:24]=3)[CH:17]=[CH:18][C:12]=2[O:11][CH2:10][CH2:9]1)=O)(C)(C)C.[CH2:34]([C:36]1[C:44]([F:45])=[C:43]([S:46]([CH3:49])(=[O:48])=[O:47])[CH:42]=[CH:41][C:37]=1C(O)=O)[CH3:35].CCN(C(C)C)C(C)C.CN(C(ON1N=NC2C=CC=NC1=2)=[N+](C)C)C.F[P-](F)(F)(F)(F)F. (6) Given the product [F:29][CH2:30][C:31]1([S:34]([NH:37][C:14]([C@@:9]2([NH:8][C:6](=[O:7])[O:5][C:1]([CH3:2])([CH3:3])[CH3:4])[CH2:11][C@H:10]2[CH:12]=[CH2:13])=[O:16])(=[O:36])=[O:35])[CH2:33][CH2:32]1, predict the reactants needed to synthesize it. The reactants are: [C:1]([O:5][C:6]([NH:8][C@:9]1([C:14]([OH:16])=O)[CH2:11][C@H:10]1[CH:12]=[CH2:13])=[O:7])([CH3:4])([CH3:3])[CH3:2].C(N1C=CN=C1)(N1C=CN=C1)=O.[F:29][CH2:30][C:31]1([S:34]([NH2:37])(=[O:36])=[O:35])[CH2:33][CH2:32]1.N12CCCN=C1CCCCC2. (7) Given the product [Cl:3][C:4]1[CH:5]=[C:6]([CH2:11][C:12]([O:14][CH3:1])=[O:13])[CH:7]=[CH:8][C:9]=1[Cl:10], predict the reactants needed to synthesize it. The reactants are: [CH3:1]O.[Cl:3][C:4]1[CH:5]=[C:6]([CH2:11][C:12]([OH:14])=[O:13])[CH:7]=[CH:8][C:9]=1[Cl:10].S(=O)(=O)(O)O. (8) Given the product [O:1]1[C:5]2[CH:6]=[CH:7][CH:8]=[CH:9][C:4]=2[N:3]=[C:2]1[N:10]([CH2:23][C:24]1[CH:29]=[CH:28][CH:27]=[C:26]([OH:30])[CH:25]=1)[CH2:11][CH2:12][CH2:13][O:14][C:15]1[CH:20]=[CH:19][C:18]([O:21][CH3:22])=[CH:17][CH:16]=1, predict the reactants needed to synthesize it. The reactants are: [O:1]1[C:5]2[CH:6]=[CH:7][CH:8]=[CH:9][C:4]=2[N:3]=[C:2]1[N:10]([CH2:23][C:24]1[CH:29]=[CH:28][CH:27]=[C:26]([O:30][Si](C(C)(C)C)(C)C)[CH:25]=1)[CH2:11][CH2:12][CH2:13][O:14][C:15]1[CH:20]=[CH:19][C:18]([O:21][CH3:22])=[CH:17][CH:16]=1.C(=O)([O-])[O-].[Cs+].[Cs+].